Dataset: Forward reaction prediction with 1.9M reactions from USPTO patents (1976-2016). Task: Predict the product of the given reaction. (1) Given the reactants Br[C:2]1[CH:3]=[N:4][CH:5]=[C:6]([F:8])[CH:7]=1.C([Mg]Cl)CCC.[C:15]([O:19][C:20]([N:22]1[CH2:26][CH2:25][C@H:24]([CH:27]=[O:28])[CH2:23]1)=[O:21])([CH3:18])([CH3:17])[CH3:16], predict the reaction product. The product is: [C:15]([O:19][C:20]([N:22]1[CH2:26][CH2:25][C@H:24]([CH:27]([C:2]2[CH:3]=[N:4][CH:5]=[C:6]([F:8])[CH:7]=2)[OH:28])[CH2:23]1)=[O:21])([CH3:18])([CH3:17])[CH3:16]. (2) The product is: [F:1][C:2]1[CH:3]=[C:4]2[C:9](=[CH:10][CH:11]=1)[N:8]=[C:7]([C:12]1[CH:17]=[CH:16][CH:15]=[C:14]([C:18]([F:21])([F:19])[F:20])[CH:13]=1)[C:6]([CH3:22])=[C:5]2[C:23]([O:25][CH3:26])=[O:24]. Given the reactants [F:1][C:2]1[CH:3]=[C:4]2[C:9](=[CH:10][CH:11]=1)[N:8]=[C:7]([C:12]1[CH:17]=[CH:16][CH:15]=[C:14]([C:18]([F:21])([F:20])[F:19])[CH:13]=1)[C:6]([CH3:22])=[C:5]2[C:23]([OH:25])=[O:24].[C:26](Cl)(=O)C(Cl)=O.CO, predict the reaction product.